Task: Predict which catalyst facilitates the given reaction.. Dataset: Catalyst prediction with 721,799 reactions and 888 catalyst types from USPTO (1) Reactant: Cl[CH:2]([O:4][C:5]([S:7][C:8]1[CH:13]=[CH:12][C:11]([CH3:14])=[CH:10][CH:9]=1)=[O:6])[CH3:3].[I-:15].[Na+]. Product: [CH3:14][C:11]1[CH:12]=[CH:13][C:8]([S:7][C:5]([O:4][CH2:2][CH2:3][I:15])=[O:6])=[CH:9][CH:10]=1. The catalyst class is: 10. (2) Reactant: C([O:5][C:6](=[O:36])[CH2:7][S:8][C:9]1[CH:14]=[CH:13][C:12]([O:15][CH:16]([C:18]2[C:19]([CH3:34])=[N:20][C:21]([C:24]3[CH:29]=[CH:28][C:27]([C:30]([F:33])([F:32])[F:31])=[CH:26][CH:25]=3)=[CH:22][CH:23]=2)[CH3:17])=[CH:11][C:10]=1[CH3:35])(C)(C)C.[OH-].[Na+]. Product: [CH3:35][C:10]1[CH:11]=[C:12]([O:15][CH:16]([C:18]2[C:19]([CH3:34])=[N:20][C:21]([C:24]3[CH:29]=[CH:28][C:27]([C:30]([F:33])([F:31])[F:32])=[CH:26][CH:25]=3)=[CH:22][CH:23]=2)[CH3:17])[CH:13]=[CH:14][C:9]=1[S:8][CH2:7][C:6]([OH:36])=[O:5]. The catalyst class is: 242. (3) Reactant: I[C:2]1[CH:7]=[CH:6][C:5]([O:8][C:9]([F:12])([F:11])[F:10])=[CH:4][CH:3]=1.C([Mg]Cl)(C)C.[Cl-].[Li+].[F:20][C:21]1[C:22](/[CH:27]=[N:28]/[S@:29]([C:31]([CH3:34])([CH3:33])[CH3:32])=[O:30])=[N:23][CH:24]=[CH:25][CH:26]=1. Product: [F:20][C:21]1[C:22]([C@H:27]([C:2]2[CH:7]=[CH:6][C:5]([O:8][C:9]([F:12])([F:11])[F:10])=[CH:4][CH:3]=2)[NH:28][S@:29]([C:31]([CH3:34])([CH3:33])[CH3:32])=[O:30])=[N:23][CH:24]=[CH:25][CH:26]=1. The catalyst class is: 1. (4) Reactant: [CH3:1][N:2]1[CH2:7][CH2:6][CH:5]([C:8]([C:10]2[CH:15]=[CH:14][CH:13]=[CH:12][CH:11]=2)=O)[CH2:4][CH2:3]1.[BH3-]C#[N:18].[Na+]. Product: [CH3:1][N:2]1[CH2:7][CH2:6][CH:5]([CH:8]([C:10]2[CH:15]=[CH:14][CH:13]=[CH:12][CH:11]=2)[NH2:18])[CH2:4][CH2:3]1. The catalyst class is: 5. (5) Reactant: CC1(C)COB([C:8]2[CH:9]=[C:10]([C:14]3[CH:18]=[N:17][N:16]([CH3:19])[N:15]=3)[CH:11]=[CH:12][CH:13]=2)OC1.Br[C:22]1[N:26]2[N:27]=[CH:28][C:29]([C:31]([F:34])([F:33])[F:32])=[N:30][C:25]2=[N:24][CH:23]=1.C([O-])([O-])=O.[Na+].[Na+]. Product: [CH3:19][N:16]1[N:15]=[C:14]([C:10]2[CH:9]=[C:8]([C:22]3[N:26]4[N:27]=[CH:28][C:29]([C:31]([F:32])([F:33])[F:34])=[N:30][C:25]4=[N:24][CH:23]=3)[CH:13]=[CH:12][CH:11]=2)[CH:18]=[N:17]1. The catalyst class is: 104. (6) Reactant: [CH:1]1([C:7](Cl)=[O:8])[CH2:6][CH2:5][CH2:4][CH2:3][CH2:2]1.[NH2:10][C:11]([CH3:31])([CH3:30])[CH2:12][C:13]1[N:14]([CH2:27][CH2:28][CH3:29])[N:15]=[C:16]2[C:25]=1[C:24]1[CH:23]=[CH:22][CH:21]=[CH:20][C:19]=1[N:18]=[C:17]2[NH2:26].C(N(CC)CC)C.C(=O)([O-])[O-].[Na+].[Na+]. Product: [NH2:26][C:17]1[C:16]2=[N:15][N:14]([CH2:27][CH2:28][CH3:29])[C:13]([CH2:12][C:11]([NH:10][C:7]([CH:1]3[CH2:6][CH2:5][CH2:4][CH2:3][CH2:2]3)=[O:8])([CH3:31])[CH3:30])=[C:25]2[C:24]2[CH:23]=[CH:22][CH:21]=[CH:20][C:19]=2[N:18]=1. The catalyst class is: 4. (7) Reactant: [N+:1]([C:4]1[CH:24]=[CH:23][C:7]([C:8]([N:10]2[CH2:15][CH2:14][N:13]([C:16]([O:18][C:19]([CH3:22])([CH3:21])[CH3:20])=[O:17])[CH2:12][CH2:11]2)=[O:9])=[CH:6][CH:5]=1)([O-])=O. Product: [NH2:1][C:4]1[CH:5]=[CH:6][C:7]([C:8]([N:10]2[CH2:11][CH2:12][N:13]([C:16]([O:18][C:19]([CH3:20])([CH3:22])[CH3:21])=[O:17])[CH2:14][CH2:15]2)=[O:9])=[CH:23][CH:24]=1. The catalyst class is: 19. (8) Reactant: [Br:1][C:2]1[CH:3]=[N:4][N:5]2[CH:10]=[CH:9][C:8]([NH:11][CH2:12][CH2:13][N:14](C)[C:15](=O)OC(C)(C)C)=[N:7][C:6]=12.C(O)(C(F)(F)F)=O. Product: [Br:1][C:2]1[CH:3]=[N:4][N:5]2[CH:10]=[CH:9][C:8]([NH:11][CH2:12][CH2:13][NH:14][CH3:15])=[N:7][C:6]=12. The catalyst class is: 2. (9) Reactant: [NH2:1][C:2]1[N:3]=[CH:4][C:5]([C:18]2[CH:19]=[C:20]([CH:45]=[CH:46][CH:47]=2)[C:21]([NH:23][CH:24]2[CH2:29][CH2:28][N:27](C(OC(C)(C)C)=O)[C@@H:26]([C:37]([O:39][CH:40]3[CH2:44][CH2:43][CH2:42][CH2:41]3)=[O:38])[CH2:25]2)=[O:22])=[N:6][C:7]=1[NH:8][CH2:9][C:10]1[C:15]([Cl:16])=[CH:14][CH:13]=[CH:12][C:11]=1[Cl:17].Cl. Product: [NH2:1][C:2]1[N:3]=[CH:4][C:5]([C:18]2[CH:19]=[C:20]([CH:45]=[CH:46][CH:47]=2)[C:21]([NH:23][CH:24]2[CH2:29][CH2:28][NH:27][C@@H:26]([C:37]([O:39][CH:40]3[CH2:44][CH2:43][CH2:42][CH2:41]3)=[O:38])[CH2:25]2)=[O:22])=[N:6][C:7]=1[NH:8][CH2:9][C:10]1[C:11]([Cl:17])=[CH:12][CH:13]=[CH:14][C:15]=1[Cl:16]. The catalyst class is: 343. (10) Reactant: [F:1][C:2]1([F:17])[O:6][C:5]2[CH:7]=[CH:8][C:9]([C:11]3([C:14]([OH:16])=O)[CH2:13][CH2:12]3)=[CH:10][C:4]=2[O:3]1.F[P-](F)(F)(F)(F)F.CN(C(N(C)C)=[N+]1C2C(=NC=CC=2)[N+]([O-])=N1)C.Cl.[NH2:43][CH:44]1[CH2:49][C@@H:48]([CH3:50])[O:47][C@@H:46]([C:51]2[CH:60]=[CH:59][C:54]([C:55]([O:57][CH3:58])=[O:56])=[CH:53][CH:52]=2)[CH2:45]1.C(N(C(C)C)C(C)C)C. Product: [F:17][C:2]1([F:1])[O:6][C:5]2[CH:7]=[CH:8][C:9]([C:11]3([C:14]([NH:43][C@H:44]4[CH2:49][C@@H:48]([CH3:50])[O:47][C@@H:46]([C:51]5[CH:60]=[CH:59][C:54]([C:55]([O:57][CH3:58])=[O:56])=[CH:53][CH:52]=5)[CH2:45]4)=[O:16])[CH2:12][CH2:13]3)=[CH:10][C:4]=2[O:3]1. The catalyst class is: 3.